From a dataset of Reaction yield outcomes from USPTO patents with 853,638 reactions. Predict the reaction yield, written as a fraction of the theoretical maximum amount of product (1.0 means a 100% yield; for example, 0.34 means a 34% yield). (1) The reactants are [C:1]([C:3]1[CH:4]=[C:5]2[C:10](=[CH:11][C:12]=1[O:13][CH2:14][C@H:15]1[CH2:17][O:16]1)[N:9]=[CH:8][CH:7]=[C:6]2[O:18][C:19]1[CH:24]=[CH:23][C:22]([NH:25][C:26]([NH:28][C:29]2[CH:34]=[CH:33][C:32]([F:35])=[CH:31][CH:30]=2)=[O:27])=[CH:21][CH:20]=1)#[N:2].[CH2:36]([NH:38][CH2:39][CH3:40])[CH3:37]. The catalyst is O1CCCC1. The product is [C:1]([C:3]1[CH:4]=[C:5]2[C:10](=[CH:11][C:12]=1[O:13][CH2:14][C@H:15]([OH:16])[CH2:17][N:38]([CH2:39][CH3:40])[CH2:36][CH3:37])[N:9]=[CH:8][CH:7]=[C:6]2[O:18][C:19]1[CH:24]=[CH:23][C:22]([NH:25][C:26]([NH:28][C:29]2[CH:30]=[CH:31][C:32]([F:35])=[CH:33][CH:34]=2)=[O:27])=[CH:21][CH:20]=1)#[N:2]. The yield is 0.547. (2) The reactants are [C:1]([O:4][C@H:5]1[C@H:10]([O:11][C:12](=[O:14])[CH3:13])[C@@H:9]([O:15][C:16](=[O:18])[CH3:17])[C@H:8]([C:19]2[CH:28]=[C:27]([CH2:29][C:30]3[CH:35]=[CH:34][C:33]([C:36](=O)[CH3:37])=[CH:32][CH:31]=3)[C:26]([Cl:39])=[C:25]3[C:20]=2[CH2:21][CH2:22][CH2:23][O:24]3)[O:7][C@@H:6]1[CH2:40][O:41][C:42](=[O:44])[CH3:43])(=[O:3])[CH3:2]. The catalyst is C1(C)C=CC=CC=1. The product is [C:1]([O:4][C@H:5]1[C@H:10]([O:11][C:12](=[O:14])[CH3:13])[C@@H:9]([O:15][C:16](=[O:18])[CH3:17])[C@H:8]([C:19]2[CH:28]=[C:27]([CH2:29][C:30]3[CH:35]=[CH:34][C:33]([CH:36]=[CH2:37])=[CH:32][CH:31]=3)[C:26]([Cl:39])=[C:25]3[C:20]=2[CH2:21][CH2:22][CH2:23][O:24]3)[O:7][C@@H:6]1[CH2:40][O:41][C:42](=[O:44])[CH3:43])(=[O:3])[CH3:2]. The yield is 0.580. (3) The catalyst is CN(C=O)C.O. The product is [CH3:1][O:2][C:3](=[O:12])[C:4]1[CH:9]=[CH:8][CH:7]=[C:6]([CH2:10][C:13]#[N:14])[CH:5]=1. The yield is 0.700. The reactants are [CH3:1][O:2][C:3](=[O:12])[C:4]1[CH:9]=[CH:8][CH:7]=[C:6]([CH2:10]Br)[CH:5]=1.[C-:13]#[N:14].[Na+]. (4) The reactants are [C:1]([O:5][C:6]([NH:8][C@@H:9]([C@H:13]([O:15][Si:16]([C:19]([CH3:22])([CH3:21])[CH3:20])([CH3:18])[CH3:17])[CH3:14])[C:10]([OH:12])=O)=[O:7])([CH3:4])([CH3:3])[CH3:2].C(N1C=CN=C1)(N1C=CN=C1)=O.[C:35]([O:41][CH2:42][CH3:43])(=[O:40])[CH2:36]C([O-])=O.[K+].[Cl-].[Mg+2].[Cl-]. The catalyst is C1COCC1. The product is [C:1]([O:5][C:6]([NH:8][C@@H:9]([C@H:13]([O:15][Si:16]([C:19]([CH3:22])([CH3:21])[CH3:20])([CH3:18])[CH3:17])[CH3:14])[C:10](=[O:12])[CH2:36][C:35]([O:41][CH2:42][CH3:43])=[O:40])=[O:7])([CH3:2])([CH3:3])[CH3:4]. The yield is 0.810. (5) The reactants are C(OC(OCC)C(=O)CC1C=CC(CC)=CC=1)C.[CH:19]1[CH:24]=[CH:23][C:22]([CH2:25][C:26]2[NH:35][C:34]([C:36]3[CH:41]=[CH:40][C:39]([OH:42])=[CH:38][CH:37]=3)=[CH:33][N:32]3[C:27]=2[N:28]=[C:29]([CH2:43][C:44]2[CH:49]=[CH:48][C:47]([OH:50])=[CH:46][CH:45]=2)[C:30]3=[O:31])=[CH:21][CH:20]=1.Cl. The catalyst is O1CCOCC1.O. The product is [CH:19]1[CH:24]=[CH:23][C:22]([CH2:25][C:26]2[C:27]3[N:32]([CH:33]=[C:34]([C:36]4[CH:37]=[CH:38][C:39]([OH:42])=[CH:40][CH:41]=4)[N:35]=2)[C:30]([OH:31])=[C:29]([CH2:43][C:44]2[CH:49]=[CH:48][C:47]([OH:50])=[CH:46][CH:45]=2)[N:28]=3)=[CH:21][CH:20]=1. The yield is 0.642. (6) The reactants are [CH2:1]([O:11][C:12]1[CH:13]=[C:14]([CH:17]=[C:18]([O:20][CH2:21][CH2:22][CH2:23][CH2:24][CH2:25][CH2:26][CH2:27][CH2:28][CH2:29][CH3:30])[CH:19]=1)[CH2:15]Cl)[CH2:2][CH2:3][CH2:4][CH2:5][CH2:6][CH2:7][CH2:8][CH2:9][CH3:10].[N-:31]=[N+:32]=[N-:33].[Na+]. The catalyst is CN(C=O)C. The product is [CH2:1]([O:11][C:12]1[CH:13]=[C:14]([CH:17]=[C:18]([O:20][CH2:21][CH2:22][CH2:23][CH2:24][CH2:25][CH2:26][CH2:27][CH2:28][CH2:29][CH3:30])[CH:19]=1)[CH2:15][N:31]=[N+:32]=[N-:33])[CH2:2][CH2:3][CH2:4][CH2:5][CH2:6][CH2:7][CH2:8][CH2:9][CH3:10]. The yield is 0.931. (7) The reactants are [C:1]([O:5][C:6](=[O:41])[NH:7][CH2:8][C:9]1[CH:40]=[CH:39][C:12]2[N:13]([CH2:34][CH2:35][CH2:36][CH2:37][OH:38])[C:14]([CH2:16][N:17]3[C:26]4[C:21](=[CH:22][CH:23]=[CH:24][CH:25]=4)[C:20](=[O:27])[N:19]([CH2:28][C:29]([F:32])([F:31])[F:30])[C:18]3=[O:33])=[N:15][C:11]=2[CH:10]=1)([CH3:4])([CH3:3])[CH3:2].CCN(C(C)C)C(C)C.[C:51](Cl)(=[O:53])[CH3:52]. The catalyst is ClCCl.CN(C1C=CN=CC=1)C. The product is [C:1]([O:5][C:6]([NH:7][CH2:8][C:9]1[CH:40]=[CH:39][C:12]2[N:13]([CH2:34][CH2:35][CH2:36][CH2:37][O:38][C:51](=[O:53])[CH3:52])[C:14]([CH2:16][N:17]3[C:26]4[C:21](=[CH:22][CH:23]=[CH:24][CH:25]=4)[C:20](=[O:27])[N:19]([CH2:28][C:29]([F:31])([F:30])[F:32])[C:18]3=[O:33])=[N:15][C:11]=2[CH:10]=1)=[O:41])([CH3:4])([CH3:2])[CH3:3]. The yield is 0.910. (8) The reactants are Br[C:2]1[S:6][C:5]([C:7]([N:9]([CH3:20])[C:10]2[CH:15]=[CH:14][CH:13]=[C:12]([C:16]([F:19])([F:18])[F:17])[CH:11]=2)=[O:8])=[CH:4][CH:3]=1.[CH3:21][O:22][C:23]1[CH:24]=[C:25](B(O)O)[CH:26]=[CH:27][CH:28]=1. The catalyst is [Pd].C1(P(C2C=CC=CC=2)C2C=CC=CC=2)C=CC=CC=1.C1(P(C2C=CC=CC=2)C2C=CC=CC=2)C=CC=CC=1.C1(P(C2C=CC=CC=2)C2C=CC=CC=2)C=CC=CC=1.C1(P(C2C=CC=CC=2)C2C=CC=CC=2)C=CC=CC=1. The product is [CH3:21][O:22][C:23]1[CH:28]=[C:27]([C:2]2[S:6][C:5]([C:7]([N:9]([CH3:20])[C:10]3[CH:15]=[CH:14][CH:13]=[C:12]([C:16]([F:19])([F:18])[F:17])[CH:11]=3)=[O:8])=[CH:4][CH:3]=2)[CH:26]=[CH:25][CH:24]=1. The yield is 0.900. (9) The reactants are FC(F)(F)C(O)=O.[CH2:8]([NH:12][C:13]1[N:21]=[C:20]2[C:16]([N:17]=[C:18]([O:22][CH3:23])[NH:19]2)=[C:15]([NH2:24])[N:14]=1)[CH2:9][CH2:10][CH3:11].C(=O)([O-])[O-].[K+].[K+].Br[CH2:32][CH:33]1[CH2:38][CH2:37][O:36][CH2:35][CH2:34]1. The catalyst is CN(C)C=O.C(OCC)(=O)C. The product is [CH2:8]([NH:12][C:13]1[N:21]=[C:20]2[C:16]([N:17]=[C:18]([O:22][CH3:23])[N:19]2[CH2:32][CH:33]2[CH2:38][CH2:37][O:36][CH2:35][CH2:34]2)=[C:15]([NH2:24])[N:14]=1)[CH2:9][CH2:10][CH3:11]. The yield is 0.900. (10) The reactants are [CH:1]([N:4]1[CH:8]=[C:7]([NH2:9])[N:6]=[CH:5]1)([CH3:3])[CH3:2].[C:10](Cl)([O:12][CH2:13][C:14]([Cl:17])([Cl:16])[Cl:15])=[O:11].C([O-])(O)=O.[Na+]. The catalyst is CCOC(C)=O. The product is [CH:1]([N:4]1[CH:8]=[C:7]([NH:9][C:10](=[O:11])[O:12][CH2:13][C:14]([Cl:17])([Cl:16])[Cl:15])[N:6]=[CH:5]1)([CH3:3])[CH3:2]. The yield is 0.310.